Task: Predict the reactants needed to synthesize the given product.. Dataset: Full USPTO retrosynthesis dataset with 1.9M reactions from patents (1976-2016) (1) The reactants are: C([NH:5][S:6]([C:9]1[CH:14]=[CH:13][CH:12]=[C:11]([C:15]2[N:16]=[C:17]([C:20]3[CH:25]=[C:24]([C:26]4[CH:31]=[CH:30][C:29]([C:32]([F:35])([F:34])[F:33])=[CH:28][CH:27]=4)[CH:23]=[C:22]([CH3:36])[N:21]=3)[S:18][CH:19]=2)[CH:10]=1)(=[O:8])=[O:7])(C)(C)C.C(O)(C(F)(F)F)=O. Given the product [CH3:36][C:22]1[N:21]=[C:20]([C:17]2[S:18][CH:19]=[C:15]([C:11]3[CH:10]=[C:9]([S:6]([NH2:5])(=[O:7])=[O:8])[CH:14]=[CH:13][CH:12]=3)[N:16]=2)[CH:25]=[C:24]([C:26]2[CH:31]=[CH:30][C:29]([C:32]([F:35])([F:33])[F:34])=[CH:28][CH:27]=2)[CH:23]=1, predict the reactants needed to synthesize it. (2) Given the product [CH2:24]([N:26]1[C:34]2[CH:33]=[C:32]([F:35])[CH:31]=[C:30]([OH:36])[C:29]=2[C:28]([CH:37]2[CH2:42][CH2:41][CH2:40][N:39]([CH3:43])[CH2:38]2)=[CH:27]1)[CH3:25], predict the reactants needed to synthesize it. The reactants are: C(OC1C(F)=CC=C2C=1C(CCN(C)C)=CN2)C1C=CC=CC=1.[CH2:24]([N:26]1[C:34]2[C:29](=[C:30]([OH:36])[CH:31]=[C:32]([F:35])[CH:33]=2)[C:28]([CH:37]2[CH2:42][CH2:41][CH2:40][N:39]([C:43](OC(C)(C)C)=O)[CH2:38]2)=[CH:27]1)[CH3:25]. (3) Given the product [Cl:9][C:8]1[N:1]=[C:2]([Cl:3])[N:4]=[C:5]([NH:14][C:13]2[CH:15]=[CH:16][C:17]([CH3:18])=[C:11]([F:10])[CH:12]=2)[N:7]=1, predict the reactants needed to synthesize it. The reactants are: [N:1]1[C:8]([Cl:9])=[N:7][C:5](Cl)=[N:4][C:2]=1[Cl:3].[F:10][C:11]1[CH:12]=[C:13]([CH:15]=[CH:16][C:17]=1[CH3:18])[NH2:14].[OH-].[Na+]. (4) Given the product [N+:1]([C:4]1[CH:12]=[CH:11][CH:10]=[C:9]2[C:5]=1[CH:6]=[CH:7][N:8]2[S:21]([C:15]1[CH:20]=[CH:19][CH:18]=[CH:17][CH:16]=1)(=[O:23])=[O:22])([O-:3])=[O:2], predict the reactants needed to synthesize it. The reactants are: [N+:1]([C:4]1[CH:12]=[CH:11][CH:10]=[C:9]2[C:5]=1[CH:6]=[CH:7][NH:8]2)([O-:3])=[O:2].[H-].[Na+].[C:15]1([S:21](Cl)(=[O:23])=[O:22])[CH:20]=[CH:19][CH:18]=[CH:17][CH:16]=1. (5) Given the product [CH:1]1([C:6]2[CH:11]=[CH:10][C:9]([CH2:12][CH2:13][S:14]([NH:17][C:18]3[CH:23]=[CH:22][CH:21]=[CH:20][C:19]=3[S:24]([NH2:27])(=[O:25])=[O:26])(=[O:15])=[O:16])=[CH:8][CH:7]=2)[CH2:5][CH2:4][CH2:3][CH2:2]1, predict the reactants needed to synthesize it. The reactants are: [C:1]1([C:6]2[CH:11]=[CH:10][C:9](/[CH:12]=[CH:13]/[S:14]([NH:17][C:18]3[CH:23]=[CH:22][CH:21]=[CH:20][C:19]=3[S:24]([NH2:27])(=[O:26])=[O:25])(=[O:16])=[O:15])=[CH:8][CH:7]=2)[CH2:5][CH2:4][CH2:3][CH:2]=1.CO.[H][H].C(OCC)(=O)C.CO. (6) Given the product [CH2:1]([O:4][C:5]([C:6]1[CH:11]=[CH:10][C:9]2[N:12]([CH2:13][C:14]3[CH:19]=[CH:18][C:17]([O:20][CH3:21])=[CH:16][CH:15]=3)[C:33]([CH2:34][O:35][C:36]3[CH:37]=[CH:38][CH:39]=[CH:40][CH:41]=3)=[N:32][C:8]=2[CH:7]=1)=[O:43])[CH:2]=[CH2:3], predict the reactants needed to synthesize it. The reactants are: [CH2:1]([O:4][C:5](=[O:43])[C:6]1[CH:11]=[CH:10][C:9]([N:12](C(OC(C)(C)C)=O)[CH2:13][C:14]2[CH:19]=[CH:18][C:17]([O:20][C:21](F)(F)F)=[CH:16][CH:15]=2)=[C:8]([NH:32][C:33](=O)[CH2:34][O:35][C:36]2[CH:41]=[CH:40][CH:39]=[CH:38][CH:37]=2)[CH:7]=1)[CH:2]=[CH2:3].Cl.